This data is from Peptide-MHC class I binding affinity with 185,985 pairs from IEDB/IMGT. The task is: Regression. Given a peptide amino acid sequence and an MHC pseudo amino acid sequence, predict their binding affinity value. This is MHC class I binding data. (1) The peptide sequence is LSSKGLACY. The MHC is HLA-A31:01 with pseudo-sequence HLA-A31:01. The binding affinity (normalized) is 0.122. (2) The peptide sequence is DTSPTKRCR. The MHC is HLA-A68:01 with pseudo-sequence HLA-A68:01. The binding affinity (normalized) is 0.695. (3) The peptide sequence is MTSWLDFSH. The MHC is HLA-A33:01 with pseudo-sequence HLA-A33:01. The binding affinity (normalized) is 0.120. (4) The peptide sequence is TMLVRQMTK. The MHC is HLA-A69:01 with pseudo-sequence HLA-A69:01. The binding affinity (normalized) is 0.0847. (5) The peptide sequence is YQPDTGNYIL. The MHC is HLA-A23:01 with pseudo-sequence HLA-A23:01. The binding affinity (normalized) is 0.311. (6) The peptide sequence is GEYKSYCKL. The MHC is HLA-A02:06 with pseudo-sequence HLA-A02:06. The binding affinity (normalized) is 0. (7) The peptide sequence is NQLLIAILL. The MHC is Mamu-A2601 with pseudo-sequence Mamu-A2601. The binding affinity (normalized) is 0.560. (8) The peptide sequence is FLATAGSAM. The MHC is Mamu-A2601 with pseudo-sequence Mamu-A2601. The binding affinity (normalized) is 0.769.